The task is: Predict the product of the given reaction.. This data is from Forward reaction prediction with 1.9M reactions from USPTO patents (1976-2016). (1) Given the reactants NC1C=CC(OC2C=C3C(=CC=2)OC(C2C=CC=CC=2)CC3)=NC=1.[CH3:25][O:26][C:27]1[CH:32]=[CH:31][C:30]([CH:33]2[CH2:42][CH:41]([OH:43])[C:40]3[C:35](=[CH:36][CH:37]=[C:38]([O:44][C:45]4[CH:50]=[CH:49][C:48]([N+:51]([O-])=O)=[CH:47][N:46]=4)[CH:39]=3)[O:34]2)=[CH:29][CH:28]=1, predict the reaction product. The product is: [NH2:51][C:48]1[CH:49]=[CH:50][C:45]([O:44][C:38]2[CH:39]=[C:40]3[C:35](=[CH:36][CH:37]=2)[O:34][CH:33]([C:30]2[CH:31]=[CH:32][C:27]([O:26][CH3:25])=[CH:28][CH:29]=2)[CH2:42][CH:41]3[OH:43])=[N:46][CH:47]=1. (2) The product is: [Cl:1][C:2]1[N:10]=[CH:9][C:8]([Cl:11])=[CH:7][C:3]=1[C:4]([NH:24][C:25]1([C:28]2[CH:37]=[CH:36][C:31]([C:32]([O:34][CH3:35])=[O:33])=[CH:30][CH:29]=2)[CH2:27][CH2:26]1)=[O:6]. Given the reactants [Cl:1][C:2]1[N:10]=[CH:9][C:8]([Cl:11])=[CH:7][C:3]=1[C:4]([OH:6])=O.C(N=C=NCCCN(C)C)C.Cl.[NH2:24][C:25]1([C:28]2[CH:37]=[CH:36][C:31]([C:32]([O:34][CH3:35])=[O:33])=[CH:30][CH:29]=2)[CH2:27][CH2:26]1.C(N(CC)CC)C.[NH4+].[Cl-], predict the reaction product. (3) Given the reactants [CH2:1]([C:8]1[CH:9]=[C:10]([CH:13]=O)[NH:11][CH:12]=1)[CH2:2][CH2:3][CH2:4][CH2:5][CH2:6][CH3:7].[C:15]([CH:20]=P(C1C=CC=CC=1)(C1C=CC=CC=1)C1C=CC=CC=1)([O:17][CH2:18][CH3:19])=[O:16], predict the reaction product. The product is: [CH2:1]([C:8]1[CH:9]=[C:10](/[CH:13]=[CH:20]/[C:15]([O:17][CH2:18][CH3:19])=[O:16])[NH:11][CH:12]=1)[CH2:2][CH2:3][CH2:4][CH2:5][CH2:6][CH3:7]. (4) Given the reactants [CH2:1]([CH:4]([S:8]([CH2:11][C@@H:12]([C:14]([OH:16])=[O:15])[NH2:13])(=[O:10])=[O:9])[CH2:5][CH2:6][CH3:7])[CH2:2][CH3:3].[C:17](NC(=O)CCC(N)=O)([O:19][CH2:20][C:21]1[CH:26]=[CH:25][CH:24]=[CH:23][CH:22]=1)=[O:18].CN1CCOCC1, predict the reaction product. The product is: [CH2:20]([O:19][C:17]([NH:13][C@H:12]([C:14]([OH:16])=[O:15])[CH2:11][S:8]([CH:4]([CH2:5][CH2:6][CH3:7])[CH2:1][CH2:2][CH3:3])(=[O:9])=[O:10])=[O:18])[C:21]1[CH:26]=[CH:25][CH:24]=[CH:23][CH:22]=1. (5) Given the reactants [CH3:1][O-:2].[Na+].Cl[C:5]1[C:10]([C:11]([O:13][CH3:14])=[O:12])=[CH:9][N:8]=[C:7]([Cl:15])[CH:6]=1, predict the reaction product. The product is: [Cl:15][C:7]1[CH:6]=[C:5]([O:2][CH3:1])[C:10]([C:11]([O:13][CH3:14])=[O:12])=[CH:9][N:8]=1. (6) Given the reactants [Br:1][C:2]1[CH:3]=[C:4]([NH:13][C@H:14]2[CH2:19][CH2:18][C@H:17]([NH:20][C:21]([O:23][C:24]([CH3:27])([CH3:26])[CH3:25])=[O:22])[CH2:16][CH2:15]2)[C:5]([CH3:12])=[C:6]([CH:11]=1)[C:7]([O:9][CH3:10])=[O:8].[CH:28](=O)[CH3:29].C(O)(=O)C.C(O[BH-](OC(=O)C)OC(=O)C)(=O)C.[Na+], predict the reaction product. The product is: [Br:1][C:2]1[CH:3]=[C:4]([N:13]([C@H:14]2[CH2:19][CH2:18][C@H:17]([NH:20][C:21]([O:23][C:24]([CH3:27])([CH3:26])[CH3:25])=[O:22])[CH2:16][CH2:15]2)[CH2:28][CH3:29])[C:5]([CH3:12])=[C:6]([CH:11]=1)[C:7]([O:9][CH3:10])=[O:8]. (7) Given the reactants FC1C=CC(NC(=O)NC2C=CC(C3C=C4C(=CC=3)C(=O)N([C@@H](C(C)C)C(O)=O)C4)=CC=2)=CC=1.[F:35][C:36]1[CH:41]=[C:40]([F:42])[CH:39]=[CH:38][C:37]=1[NH:43][C:44](=[O:70])[NH:45][C:46]1[CH:51]=[CH:50][C:49]([C:52]2[CH:53]=[C:54]3[C:58](=[CH:59][CH:60]=2)[C:57](=[O:61])[N:56]([C@@H:62]([CH:67]([CH3:69])[CH3:68])[C:63]([O:65]C)=[O:64])[CH2:55]3)=[CH:48][CH:47]=1, predict the reaction product. The product is: [F:35][C:36]1[CH:41]=[C:40]([F:42])[CH:39]=[CH:38][C:37]=1[NH:43][C:44](=[O:70])[NH:45][C:46]1[CH:51]=[CH:50][C:49]([C:52]2[CH:53]=[C:54]3[C:58](=[CH:59][CH:60]=2)[C:57](=[O:61])[N:56]([C@@H:62]([CH:67]([CH3:68])[CH3:69])[C:63]([OH:65])=[O:64])[CH2:55]3)=[CH:48][CH:47]=1. (8) Given the reactants F[C:2]1[CH:7]=[CH:6][C:5]([N+:8]([O-:10])=[O:9])=[C:4]([O:11][CH3:12])[CH:3]=1.C(=O)([O-])[O-].[K+].[K+].CN(C)C=O.Cl.O.[NH:26]1[CH2:31][CH2:30][C:29](=[O:32])[CH2:28][CH2:27]1, predict the reaction product. The product is: [CH3:12][O:11][C:4]1[CH:3]=[C:2]([N:26]2[CH2:31][CH2:30][C:29](=[O:32])[CH2:28][CH2:27]2)[CH:7]=[CH:6][C:5]=1[N+:8]([O-:10])=[O:9]. (9) Given the reactants Cl.[NH:2]1[CH2:6][CH2:5][CH2:4][C@H:3]1[C:7]([O:9][CH2:10]C)=[O:8].[CH:12]1[CH:17]=[CH:16][C:15]([CH2:18][O:19][C:20](Cl)=[O:21])=[CH:14][CH:13]=1, predict the reaction product. The product is: [N:2]1([C:20]([O:19][CH2:18][C:15]2[CH:16]=[CH:17][CH:12]=[CH:13][CH:14]=2)=[O:21])[CH2:6][CH2:5][CH2:4][C@H:3]1[C:7]([O:9][CH3:10])=[O:8]. (10) Given the reactants Cl.Cl[C:3]1[C:12]2[C:7](=[CH:8][C:9]([O:15]CC3C=CC=CC=3)=[C:10]([O:13][CH3:14])[CH:11]=2)[N:6]=[CH:5][N:4]=1.[Cl:23][C:24]1[CH:25]=[C:26]([CH:28]=[CH:29][C:30]=1[Cl:31])[NH2:27].Cl, predict the reaction product. The product is: [Cl:23][C:24]1[CH:25]=[C:26]([NH:27][C:3]2[C:12]3[C:7](=[CH:8][C:9]([OH:15])=[C:10]([O:13][CH3:14])[CH:11]=3)[N:6]=[CH:5][N:4]=2)[CH:28]=[CH:29][C:30]=1[Cl:31].